From a dataset of Reaction yield outcomes from USPTO patents with 853,638 reactions. Predict the reaction yield, written as a fraction of the theoretical maximum amount of product (1.0 means a 100% yield; for example, 0.34 means a 34% yield). The catalyst is ClCCl. The yield is 1.00. The product is [F:17][C:18]([F:29])([F:28])[C:19]([N:3]1[CH2:8][CH2:7][C:6](=[O:9])[CH2:5][CH2:4]1)=[O:20]. The reactants are O.Cl.[NH:3]1[CH2:8][CH2:7][C:6](=[O:9])[CH2:5][CH2:4]1.C(N(CC)CC)C.[F:17][C:18]([F:29])([F:28])[C:19](O[C:19](=[O:20])[C:18]([F:29])([F:28])[F:17])=[O:20].O.